From a dataset of Forward reaction prediction with 1.9M reactions from USPTO patents (1976-2016). Predict the product of the given reaction. (1) Given the reactants Cl.[CH2:2]([O:4][C:5](=[O:35])[C:6]1[CH:11]=[C:10]([N:12]2[C:16]([CH3:17])=[CH:15][CH:14]=[C:13]2[C:18]2[CH:23]=[C:22]([Cl:24])[CH:21]=[CH:20][C:19]=2[O:25]CC2C=CC(OC)=CC=2)[CH:9]=[N:8][CH:7]=1)[CH3:3], predict the reaction product. The product is: [CH2:2]([O:4][C:5](=[O:35])[C:6]1[CH:11]=[C:10]([N:12]2[C:16]([CH3:17])=[CH:15][CH:14]=[C:13]2[C:18]2[CH:23]=[C:22]([Cl:24])[CH:21]=[CH:20][C:19]=2[OH:25])[CH:9]=[N:8][CH:7]=1)[CH3:3]. (2) Given the reactants C[O:2][C:3]([CH:5]1[CH2:10][CH2:9][CH:8]([C:11]2[CH:16]=[CH:15][C:14]([CH2:17][CH2:18][CH:19]3[CH2:24][CH2:23][CH:22]([CH2:25][CH2:26][CH3:27])[CH2:21][CH2:20]3)=[CH:13][CH:12]=2)[CH2:7][CH2:6]1)=O.COCCO[AlH2-]OCCOC.[Na+].O.Cl, predict the reaction product. The product is: [CH2:25]([CH:22]1[CH2:21][CH2:20][CH:19]([CH2:18][CH2:17][C:14]2[CH:13]=[CH:12][C:11]([C@H:8]3[CH2:9][CH2:10][C@H:5]([CH:3]=[O:2])[CH2:6][CH2:7]3)=[CH:16][CH:15]=2)[CH2:24][CH2:23]1)[CH2:26][CH3:27]. (3) Given the reactants [O:1]=[C:2]1[CH2:7][O:6][C:5]2[CH:8]=[CH:9][C:10]([CH:12]=O)=[N:11][C:4]=2[NH:3]1.[CH3:14][O:15][C:16]1[CH:25]=[C:24]2[C:19]([N:20]=[CH:21][C:22]([O:26][CH2:27][CH2:28][CH2:29][N:30]3[CH2:35][CH2:34][CH:33]([CH2:36][NH2:37])[CH2:32][CH2:31]3)=[N:23]2)=[CH:18][CH:17]=1.C(O)(=O)C.C([BH3-])#N.[Na+], predict the reaction product. The product is: [CH3:14][O:15][C:16]1[CH:25]=[C:24]2[C:19]([N:20]=[CH:21][C:22]([O:26][CH2:27][CH2:28][CH2:29][N:30]3[CH2:31][CH2:32][CH:33]([CH2:36][NH:37][CH2:12][C:10]4[CH:9]=[CH:8][C:5]5[O:6][CH2:7][C:2](=[O:1])[NH:3][C:4]=5[N:11]=4)[CH2:34][CH2:35]3)=[N:23]2)=[CH:18][CH:17]=1. (4) Given the reactants [Br:1][C:2]1[CH:7]=[CH:6][C:5]([C:8](=O)[CH2:9][C:10](=[O:18])[C:11]2[CH:16]=[CH:15][C:14]([Br:17])=[CH:13][CH:12]=2)=[CH:4][CH:3]=1.Cl.[NH2:21]O.[OH-].[Na+], predict the reaction product. The product is: [Br:1][C:2]1[CH:7]=[CH:6][C:5]([C:8]2[CH:9]=[C:10]([C:11]3[CH:16]=[CH:15][C:14]([Br:17])=[CH:13][CH:12]=3)[O:18][N:21]=2)=[CH:4][CH:3]=1. (5) Given the reactants Cl[C:2]1[N:7]2[N:8]=[C:9]([CH2:18][CH2:19][CH3:20])[C:10]([C:11]3[CH:16]=[CH:15][N:14]=[C:13](F)[CH:12]=3)=[C:6]2[CH:5]=[CH:4][CH:3]=1.[CH:21]1([NH2:26])[CH2:25][CH2:24][CH2:23][CH2:22]1, predict the reaction product. The product is: [CH:21]1([NH:26][C:2]2[N:7]3[N:8]=[C:9]([CH2:18][CH2:19][CH3:20])[C:10]([C:11]4[CH:16]=[CH:15][N:14]=[C:13]([NH:26][CH:21]5[CH2:25][CH2:24][CH2:23][CH2:22]5)[CH:12]=4)=[C:6]3[CH:5]=[CH:4][CH:3]=2)[CH2:25][CH2:24][CH2:23][CH2:22]1. (6) Given the reactants COC1C=CC(C[N:8]2[C:17]3[N:16]=[C:15]([CH2:18][CH2:19][O:20][C:21]4[N:26]=[CH:25][C:24]([CH2:27][C@@H:28]([C:30]([O:32]C(C)(C)C)=[O:31])[NH2:29])=[CH:23][CH:22]=4)[CH:14]=[CH:13][C:12]=3[CH2:11][CH2:10][CH2:9]2)=CC=1.OP=O.CCN=C=NCCCN(C)C.[Cl:53][C:54]1[CH:58]=[CH:57][S:56][C:55]=1[C:59](O)=[O:60].C1(OC)C=CC=CC=1.C(O)(C(F)(F)F)=O, predict the reaction product. The product is: [Cl:53][C:54]1[CH:58]=[CH:57][S:56][C:55]=1[C:59]([NH:29][C@H:28]([C:30]([OH:32])=[O:31])[CH2:27][C:24]1[CH:25]=[N:26][C:21]([O:20][CH2:19][CH2:18][C:15]2[CH:14]=[CH:13][C:12]3[CH2:11][CH2:10][CH2:9][NH:8][C:17]=3[N:16]=2)=[CH:22][CH:23]=1)=[O:60]. (7) Given the reactants [NH:1]1[CH2:6][CH2:5][CH2:4][CH2:3][CH2:2]1.O.C1(C)C=CC(S(O)(=O)=O)=CC=1.[CH3:19][C:20]1([CH3:28])[CH2:25][C:24](=[O:26])[CH2:23][C:22](=O)[CH2:21]1, predict the reaction product. The product is: [CH3:19][C:20]1([CH3:28])[CH2:25][C:24](=[O:26])[CH:23]=[C:22]([N:1]2[CH2:6][CH2:5][CH2:4][CH2:3][CH2:2]2)[CH2:21]1.